Dataset: Reaction yield outcomes from USPTO patents with 853,638 reactions. Task: Predict the reaction yield, written as a fraction of the theoretical maximum amount of product (1.0 means a 100% yield; for example, 0.34 means a 34% yield). (1) The reactants are C1(P(C2C=CC=CC=2)C2C=CC=CC=2)C=CC=CC=1.C1COCC1.C(Br)(Br)(Br)[Br:26].[CH2:30]([NH:42][C:43](=[O:63])[C:44]1[CH:49]=[C:48]([C:50]2[CH:55]=[CH:54][CH:53]=[C:52]([O:56][CH3:57])[CH:51]=2)[C:47]([O:58][CH2:59][CH2:60]O)=[C:46]([Br:62])[CH:45]=1)[CH2:31][CH2:32][CH2:33][CH2:34][CH2:35][CH2:36][CH2:37][CH2:38][CH2:39][CH2:40][CH3:41]. The catalyst is CCOC(C)=O. The product is [CH2:30]([NH:42][C:43](=[O:63])[C:44]1[CH:49]=[C:48]([C:50]2[CH:55]=[CH:54][CH:53]=[C:52]([O:56][CH3:57])[CH:51]=2)[C:47]([O:58][CH2:59][CH2:60][Br:26])=[C:46]([Br:62])[CH:45]=1)[CH2:31][CH2:32][CH2:33][CH2:34][CH2:35][CH2:36][CH2:37][CH2:38][CH2:39][CH2:40][CH3:41]. The yield is 0.670. (2) The reactants are [C:1]([N:8]1[CH2:12][CH2:11][C@@H:10]([OH:13])[CH2:9]1)([O:3][C:4]([CH3:7])([CH3:6])[CH3:5])=[O:2].CCN(CC)CC.[CH3:21][S:22](Cl)(=[O:24])=[O:23]. The catalyst is C(Cl)Cl. The product is [CH3:21][S:22]([O:13][C@@H:10]1[CH2:11][CH2:12][N:8]([C:1]([O:3][C:4]([CH3:7])([CH3:6])[CH3:5])=[O:2])[CH2:9]1)(=[O:24])=[O:23].[S:22]([OH:24])(=[O:2])(=[O:23])[CH3:21]. The yield is 0.602. (3) The reactants are [C:1]([C:3]1[C:8]([NH2:9])=[CH:7][CH:6]=[C:5]([CH3:10])[N:4]=1)#[CH:2].I[C:12]1[CH:13]=[C:14]([CH:17]=[CH:18][CH:19]=1)[C:15]#[N:16]. The catalyst is C(N(CC)CC)C.Cl[Pd](Cl)([P](C1C=CC=CC=1)(C1C=CC=CC=1)C1C=CC=CC=1)[P](C1C=CC=CC=1)(C1C=CC=CC=1)C1C=CC=CC=1. The product is [NH2:9][C:8]1[C:3]([C:1]#[C:2][C:12]2[CH:13]=[C:14]([CH:17]=[CH:18][CH:19]=2)[C:15]#[N:16])=[N:4][C:5]([CH3:10])=[CH:6][CH:7]=1. The yield is 0.210.